From a dataset of Reaction yield outcomes from USPTO patents with 853,638 reactions. Predict the reaction yield, written as a fraction of the theoretical maximum amount of product (1.0 means a 100% yield; for example, 0.34 means a 34% yield). (1) The reactants are [NH2:1][C:2]1[CH:10]=[CH:9][CH:8]=[C:4]([C:5]([OH:7])=O)[C:3]=1[C:11]([OH:13])=[O:12].[C:14](OC(=O)C)(=[O:16])[CH3:15]. No catalyst specified. The product is [C:14]([NH:1][C:2]1[CH:10]=[CH:9][CH:8]=[C:4]2[C:5]([O:13][C:11](=[O:12])[C:3]=12)=[O:7])(=[O:16])[CH3:15]. The yield is 0.610. (2) The reactants are [CH3:1][O:2][C:3]1[CH:4]=[C:5]([NH2:15])[CH:6]=[CH:7][C:8]=1[N:9]1[CH:13]=[C:12]([CH3:14])[N:11]=[CH:10]1.Cl[C:17]1[N:22]=[C:21]([CH3:23])[CH:20]=[C:19]([N:24]2[CH2:29][CH2:28][CH2:27][CH2:26][CH2:25]2)[N:18]=1. No catalyst specified. The product is [CH3:1][O:2][C:3]1[CH:4]=[C:5]([NH:15][C:17]2[N:22]=[C:21]([CH3:23])[CH:20]=[C:19]([N:24]3[CH2:29][CH2:28][CH2:27][CH2:26][CH2:25]3)[N:18]=2)[CH:6]=[CH:7][C:8]=1[N:9]1[CH:13]=[C:12]([CH3:14])[N:11]=[CH:10]1. The yield is 0.780.